Dataset: Peptide-MHC class I binding affinity with 185,985 pairs from IEDB/IMGT. Task: Regression. Given a peptide amino acid sequence and an MHC pseudo amino acid sequence, predict their binding affinity value. This is MHC class I binding data. (1) The peptide sequence is VLAALAAYCL. The MHC is HLA-A02:01 with pseudo-sequence HLA-A02:01. The binding affinity (normalized) is 0.574. (2) The peptide sequence is VMLDWGIEL. The MHC is HLA-A30:01 with pseudo-sequence HLA-A30:01. The binding affinity (normalized) is 0.0847. (3) The peptide sequence is YQAVVPLVY. The MHC is HLA-B15:01 with pseudo-sequence HLA-B15:01. The binding affinity (normalized) is 1.00. (4) The peptide sequence is ITASILLWYA. The MHC is HLA-A02:06 with pseudo-sequence HLA-A02:06. The binding affinity (normalized) is 0.937. (5) The binding affinity (normalized) is 0.615. The MHC is HLA-A02:01 with pseudo-sequence HLA-A02:01. The peptide sequence is FLEQGGFKA. (6) The peptide sequence is SSPPSYFQQ. The MHC is Mamu-A02 with pseudo-sequence Mamu-A02. The binding affinity (normalized) is 0. (7) The peptide sequence is GVYSVFYLY. The MHC is HLA-A31:01 with pseudo-sequence HLA-A31:01. The binding affinity (normalized) is 0.422.